This data is from Catalyst prediction with 721,799 reactions and 888 catalyst types from USPTO. The task is: Predict which catalyst facilitates the given reaction. (1) Reactant: [C:1]([C:3]1[CH:4]=[C:5](/[CH:10]=[CH:11]/[C:12]2([OH:25])[CH2:17][CH2:16][N:15](C(OC(C)(C)C)=O)[CH2:14][CH2:13]2)[CH:6]=[CH:7][C:8]=1[F:9])#[N:2].Cl.O1CCOCC1.C(=O)([O-])[O-].[K+].[K+]. Product: [C:1]([C:3]1[CH:4]=[C:5](/[CH:10]=[CH:11]/[C:12]2([OH:25])[CH2:17][CH2:16][NH:15][CH2:14][CH2:13]2)[CH:6]=[CH:7][C:8]=1[F:9])#[N:2]. The catalyst class is: 25. (2) Reactant: [NH2:1][C:2](=[S:27])[CH2:3][O:4][C:5]1[CH:6]=[CH:7][C:8]([CH3:26])=[C:9]([N:11]2[CH2:20][C:19]3[C:14](=[CH:15][C:16]([C:21]([O:23][CH3:24])=[O:22])=[CH:17][CH:18]=3)[NH:13][C:12]2=[O:25])[CH:10]=1.CO[CH:30](OC)[CH:31](Cl)[CH3:32].O. Product: [CH3:26][C:8]1[CH:7]=[CH:6][C:5]([O:4][CH2:3][C:2]2[S:27][C:31]([CH3:32])=[CH:30][N:1]=2)=[CH:10][C:9]=1[N:11]1[CH2:20][C:19]2[C:14](=[CH:15][C:16]([C:21]([O:23][CH3:24])=[O:22])=[CH:17][CH:18]=2)[NH:13][C:12]1=[O:25]. The catalyst class is: 15. (3) Reactant: [NH2:1][C:2]1[N:3]=[C:4](S(C)(=O)=O)[C:5]2[N:10]=[C:9]([CH2:11][CH2:12][C:13]3[CH:18]=[CH:17][C:16]([F:19])=[CH:15][CH:14]=3)[S:8][C:6]=2[N:7]=1.C(N(C(C)C)CC)(C)C.[NH2:33][C@H:34]1[CH2:38][CH2:37][N:36]([C:39]([O:41][C:42]([CH3:45])([CH3:44])[CH3:43])=[O:40])[CH2:35]1. Product: [NH2:1][C:2]1[N:3]=[C:4]([NH:33][C@H:34]2[CH2:38][CH2:37][N:36]([C:39]([O:41][C:42]([CH3:45])([CH3:44])[CH3:43])=[O:40])[CH2:35]2)[C:5]2[N:10]=[C:9]([CH2:11][CH2:12][C:13]3[CH:18]=[CH:17][C:16]([F:19])=[CH:15][CH:14]=3)[S:8][C:6]=2[N:7]=1. The catalyst class is: 4. (4) Reactant: [N+:1]([C:4]1[CH:5]=[C:6]2C=[CH:11][NH:10][C:7]2=[N:8][CH:9]=1)([O-:3])=O.[OH-:13].[K+].II.[C:17]([O-])([O-])=O.[K+].[K+].[I:23][CH3:24].OS([O-])=O.[Na+]. Product: [I:23][C:24]1[C:6]2[C:7](=[N:8][CH:9]=[C:4]([N+:1]([O-:3])=[O:13])[CH:5]=2)[N:10]([CH3:11])[CH:17]=1. The catalyst class is: 18. (5) Reactant: S1C2C=CC=CC=2C(CCO)=C1.[O:13]1[C:17]2[CH:18]=[CH:19][CH:20]=[CH:21][C:16]=2[C:15]([CH2:22][C:23](O)=[O:24])=[CH:14]1.[H-].[Al+3].[Li+].[H-].[H-].[H-].CCCCCC.CCOC(C)=O. Product: [O:13]1[C:17]2[CH:18]=[CH:19][CH:20]=[CH:21][C:16]=2[C:15]([CH2:22][CH2:23][OH:24])=[CH:14]1. The catalyst class is: 7. (6) Reactant: [CH3:1][O:2][C:3]1[CH:10]=[CH:9][C:6]([CH2:7][OH:8])=[CH:5][CH:4]=1.CC(C)([O-])C.[K+].[CH3:17][C:18]1([CH3:34])[CH2:23][CH:22]([CH2:24][NH:25][C:26]2[C:31]([F:32])=[CH:30][CH:29]=[C:28](F)[N:27]=2)[CH2:21][CH2:20][O:19]1.O. Product: [CH3:17][C:18]1([CH3:34])[CH2:23][CH:22]([CH2:24][NH:25][C:26]2[C:31]([F:32])=[CH:30][CH:29]=[C:28]([O:8][CH2:7][C:6]3[CH:9]=[CH:10][C:3]([O:2][CH3:1])=[CH:4][CH:5]=3)[N:27]=2)[CH2:21][CH2:20][O:19]1. The catalyst class is: 7. (7) Reactant: C(OC(=O)[NH:7][CH:8]1[CH2:13][CH2:12][N:11]([CH2:14][CH2:15][N:16]2[C:25]3[C:20](=[CH:21][CH:22]=[C:23]([O:26][CH3:27])[CH:24]=3)[N:19]=[CH:18][C:17]2=[O:28])[CH2:10][CH2:9]1)(C)(C)C.FC(F)(F)C(O)=O. Product: [NH2:7][CH:8]1[CH2:9][CH2:10][N:11]([CH2:14][CH2:15][N:16]2[C:25]3[C:20](=[CH:21][CH:22]=[C:23]([O:26][CH3:27])[CH:24]=3)[N:19]=[CH:18][C:17]2=[O:28])[CH2:12][CH2:13]1. The catalyst class is: 22.